This data is from NCI-60 drug combinations with 297,098 pairs across 59 cell lines. The task is: Regression. Given two drug SMILES strings and cell line genomic features, predict the synergy score measuring deviation from expected non-interaction effect. (1) Drug 1: C(CCl)NC(=O)N(CCCl)N=O. Drug 2: COCCOC1=C(C=C2C(=C1)C(=NC=N2)NC3=CC=CC(=C3)C#C)OCCOC.Cl. Cell line: HOP-92. Synergy scores: CSS=7.04, Synergy_ZIP=5.21, Synergy_Bliss=10.4, Synergy_Loewe=5.99, Synergy_HSA=6.42. (2) Drug 1: C1=CC=C(C=C1)NC(=O)CCCCCCC(=O)NO. Synergy scores: CSS=1.16, Synergy_ZIP=0.808, Synergy_Bliss=-0.0885, Synergy_Loewe=-6.52, Synergy_HSA=-2.08. Cell line: NCI-H226. Drug 2: C(CN)CNCCSP(=O)(O)O. (3) Drug 1: COC1=C(C=C2C(=C1)N=CN=C2NC3=CC(=C(C=C3)F)Cl)OCCCN4CCOCC4. Drug 2: C1=CC=C(C=C1)NC(=O)CCCCCCC(=O)NO. Cell line: EKVX. Synergy scores: CSS=32.9, Synergy_ZIP=2.76, Synergy_Bliss=3.95, Synergy_Loewe=2.27, Synergy_HSA=4.28. (4) Drug 1: B(C(CC(C)C)NC(=O)C(CC1=CC=CC=C1)NC(=O)C2=NC=CN=C2)(O)O. Drug 2: N.N.Cl[Pt+2]Cl. Cell line: MDA-MB-231. Synergy scores: CSS=33.7, Synergy_ZIP=-0.155, Synergy_Bliss=4.50, Synergy_Loewe=-26.6, Synergy_HSA=2.53. (5) Drug 1: CC1C(C(=O)NC(C(=O)N2CCCC2C(=O)N(CC(=O)N(C(C(=O)O1)C(C)C)C)C)C(C)C)NC(=O)C3=C4C(=C(C=C3)C)OC5=C(C(=O)C(=C(C5=N4)C(=O)NC6C(OC(=O)C(N(C(=O)CN(C(=O)C7CCCN7C(=O)C(NC6=O)C(C)C)C)C)C(C)C)C)N)C. Drug 2: C1CC(C1)(C(=O)O)C(=O)O.[NH2-].[NH2-].[Pt+2]. Cell line: U251. Synergy scores: CSS=16.6, Synergy_ZIP=-0.416, Synergy_Bliss=7.15, Synergy_Loewe=4.07, Synergy_HSA=2.49. (6) Drug 1: COC1=C(C=C2C(=C1)N=CN=C2NC3=CC(=C(C=C3)F)Cl)OCCCN4CCOCC4. Drug 2: CCC1=C2CN3C(=CC4=C(C3=O)COC(=O)C4(CC)O)C2=NC5=C1C=C(C=C5)O. Cell line: MDA-MB-231. Synergy scores: CSS=32.3, Synergy_ZIP=-7.47, Synergy_Bliss=-5.04, Synergy_Loewe=-2.51, Synergy_HSA=-0.547.